From a dataset of Reaction yield outcomes from USPTO patents with 853,638 reactions. Predict the reaction yield, written as a fraction of the theoretical maximum amount of product (1.0 means a 100% yield; for example, 0.34 means a 34% yield). The reactants are [O:1]=[C:2]1[CH2:7][CH2:6][CH2:5][CH:4]([C:8]([OH:10])=[O:9])[CH2:3]1.[CH3:11][Si:12]([CH3:17])([CH3:16])[CH2:13][CH2:14]O.Cl.CN(C)CCCN=C=NCC. The catalyst is CN(C)C1C=CN=CC=1.C(Cl)Cl.Cl. The product is [CH3:11][Si:12]([CH3:17])([CH3:16])[CH2:13][CH2:14][O:9][C:8]([CH:4]1[CH2:5][CH2:6][CH2:7][C:2](=[O:1])[CH2:3]1)=[O:10]. The yield is 1.00.